From a dataset of Forward reaction prediction with 1.9M reactions from USPTO patents (1976-2016). Predict the product of the given reaction. (1) Given the reactants [CH3:1][O:2][C:3]1[CH:8]=[C:7]([CH:9]2[CH2:14][CH2:13][NH:12][CH2:11][CH2:10]2)[CH:6]=[CH:5][C:4]=1[NH:15][C:16]1[N:21]=[C:20]([CH2:22][CH2:23][C:24]2[CH:29]=[CH:28][CH:27]=[CH:26][C:25]=2[CH2:30][C:31]([NH2:33])=[O:32])[C:19]([C:34]([F:37])([F:36])[F:35])=[CH:18][N:17]=1.C=O.[C:40](O[BH-](OC(=O)C)OC(=O)C)(=O)C.[Na+], predict the reaction product. The product is: [CH3:1][O:2][C:3]1[CH:8]=[C:7]([CH:9]2[CH2:14][CH2:13][N:12]([CH3:40])[CH2:11][CH2:10]2)[CH:6]=[CH:5][C:4]=1[NH:15][C:16]1[N:21]=[C:20]([CH2:22][CH2:23][C:24]2[CH:29]=[CH:28][CH:27]=[CH:26][C:25]=2[CH2:30][C:31]([NH2:33])=[O:32])[C:19]([C:34]([F:35])([F:36])[F:37])=[CH:18][N:17]=1. (2) Given the reactants Cl[C:2](Cl)(Cl)[C:3]#N.C1CCN2C(=NCCC2)CC1.COC[C@H]1O[C@@H:25]([O:26][C:27]2[CH:32]=C(COC(=O)C)C=[CH:29][C:28]=2CC2C=CC(CC)=CC=2)[C@H](OC(=O)C2C=CC=CC=2)[C@@H](OC(=O)C2C=CC=CC=2)[C@@H]1OC(=O)C1C=CC=CC=1.COC1C=CC(CC2C=CC=CC=2O)=CC=1.C([O:99][C@@H:100]1[C@@H:121]([O:122]C(=O)C2C=CC=CC=2)[C@H:120]([O:131]C(=O)C2C=CC=CC=2)[C@@H:119]([C@@H:140]([CH3:150])[O:141]C(=O)C2C=CC=CC=2)[O:118][C@H:101]1[O:102][C:103]1[CH:108]=[CH:107][CH:106]=[CH:105][C:104]=1[CH2:109]C1C=CC(OC)=CC=1)(=O)C1C=CC=CC=1.[OH-].[Na+].O(C1C=C(CO)C=CC=1CC1C=CC(CC)=CC=1)[C@@H]1O[C@H]([C@H](C)O)[C@@H](O)[C@H](O)[C@H]1O, predict the reaction product. The product is: [O:102]([C:103]1[CH:108]=[CH:107][CH:106]=[CH:105][C:104]=1[CH2:109][C:2]1[CH:3]=[CH:32][C:27]([O:26][CH3:25])=[CH:28][CH:29]=1)[C@@H:101]1[O:118][C@H:119]([C@@H:140]([CH3:150])[OH:141])[C@@H:120]([OH:131])[C@H:121]([OH:122])[C@H:100]1[OH:99]. (3) Given the reactants [Br:1][C:2]1[CH:3]=[C:4]2[C:9](=[CH:10][CH:11]=1)[CH:8]([NH2:12])[CH2:7][CH2:6][CH2:5]2.[F:13][C:14]([F:25])([F:24])[C:15]([NH:17][C:18]1([C:21](O)=[O:22])[CH2:20][CH2:19]1)=[O:16], predict the reaction product. The product is: [Br:1][C:2]1[CH:3]=[C:4]2[C:9](=[CH:10][CH:11]=1)[CH:8]([NH:12][C:21]([C:18]1([NH:17][C:15](=[O:16])[C:14]([F:13])([F:24])[F:25])[CH2:19][CH2:20]1)=[O:22])[CH2:7][CH2:6][CH2:5]2. (4) Given the reactants [NH2:1][C:2]1[CH:7]=[CH:6][C:5]([CH:8]2[CH2:13][CH2:12][CH:11]([N:14]3[CH2:17][CH:16]([NH:18][C:19]([CH2:21][NH:22][C:23](=[O:34])[C:24]4[CH:29]=[CH:28][CH:27]=[C:26]([C:30]([F:33])([F:32])[F:31])[CH:25]=4)=[O:20])[CH2:15]3)[CH2:10][CH2:9]2)=[CH:4][CH:3]=1.[C:35]([N:39]=[C:40]=[O:41])([CH3:38])([CH3:37])[CH3:36], predict the reaction product. The product is: [C:35]([NH:39][C:40](=[O:41])[NH:1][C:2]1[CH:3]=[CH:4][C:5]([CH:8]2[CH2:13][CH2:12][CH:11]([N:14]3[CH2:15][CH:16]([NH:18][C:19]([CH2:21][NH:22][C:23](=[O:34])[C:24]4[CH:29]=[CH:28][CH:27]=[C:26]([C:30]([F:33])([F:31])[F:32])[CH:25]=4)=[O:20])[CH2:17]3)[CH2:10][CH2:9]2)=[CH:6][CH:7]=1)([CH3:38])([CH3:37])[CH3:36]. (5) Given the reactants C([O:3][C:4]([C:6]1[CH:7]=[N:8][C:9]2[C:14]([CH:15]=1)=[C:13]([N:16]1[CH2:21][CH2:20][C:19]([F:23])([F:22])[CH2:18][CH2:17]1)[CH:12]=[N:11][CH:10]=2)=[O:5])C.O1CCOCC1.[OH-].[Li+], predict the reaction product. The product is: [F:23][C:19]1([F:22])[CH2:20][CH2:21][N:16]([C:13]2[CH:12]=[N:11][CH:10]=[C:9]3[C:14]=2[CH:15]=[C:6]([C:4]([OH:5])=[O:3])[CH:7]=[N:8]3)[CH2:17][CH2:18]1. (6) Given the reactants [CH3:1][O:2][C:3](=[O:29])[CH2:4][C:5]1[N:6]=[C:7]([NH:10][C:11](=[O:28])[CH:12]([C:19]2[CH:24]=[CH:23][C:22]([N+:25]([O-])=O)=[CH:21][CH:20]=2)[CH2:13][CH:14]2[CH2:18][CH2:17][CH2:16][CH2:15]2)[S:8][CH:9]=1, predict the reaction product. The product is: [CH3:1][O:2][C:3](=[O:29])[CH2:4][C:5]1[N:6]=[C:7]([NH:10][C:11](=[O:28])[CH:12]([C:19]2[CH:20]=[CH:21][C:22]([NH2:25])=[CH:23][CH:24]=2)[CH2:13][CH:14]2[CH2:15][CH2:16][CH2:17][CH2:18]2)[S:8][CH:9]=1.